From a dataset of CYP2D6 inhibition data for predicting drug metabolism from PubChem BioAssay. Regression/Classification. Given a drug SMILES string, predict its absorption, distribution, metabolism, or excretion properties. Task type varies by dataset: regression for continuous measurements (e.g., permeability, clearance, half-life) or binary classification for categorical outcomes (e.g., BBB penetration, CYP inhibition). Dataset: cyp2d6_veith. (1) The result is 1 (inhibitor). The compound is C[C@@H](Cc1ccc(OCC(=O)[O-])cc1)NC[C@H](O)c1cccc(Cl)c1. (2) The compound is CC(=O)Nc1ccc(NC(=O)CSc2ncnn2-c2ccccc2)cc1. The result is 0 (non-inhibitor). (3) The molecule is CC(=O)NC(=S)Nc1ccc(-c2nc3ccc(C)cc3s2)cc1. The result is 0 (non-inhibitor). (4) The molecule is CCOC(=O)N1CCN(C(=O)c2ccc3c(=O)n(-c4ccc(OC)cc4)c(=S)[nH]c3c2)CC1. The result is 0 (non-inhibitor). (5) The drug is N[C@H](Cc1ccc2oc3cc(=O)c4ccccc4c-3nc2c1)C(=O)O.O=[N+]([O-])O. The result is 0 (non-inhibitor). (6) The molecule is Cc1cnc(CNc2ncncc2-c2ccccc2C#N)cn1. The result is 0 (non-inhibitor).